Regression. Given a peptide amino acid sequence and an MHC pseudo amino acid sequence, predict their binding affinity value. This is MHC class II binding data. From a dataset of Peptide-MHC class II binding affinity with 134,281 pairs from IEDB. The peptide sequence is GWGNGCGLFGKGSIV. The MHC is DRB1_0301 with pseudo-sequence DRB1_0301. The binding affinity (normalized) is 0.